The task is: Predict the reactants needed to synthesize the given product.. This data is from Full USPTO retrosynthesis dataset with 1.9M reactions from patents (1976-2016). (1) Given the product [C:1]([NH:4][C:5]1[N:10]=[CH:9][C:8]([NH:11][C:12]([N:35]2[CH2:36][CH2:37][N:32]([C:29]3[S:30][CH:31]=[C:27]([C:24]4[CH:25]=[CH:26][C:21]([F:20])=[CH:22][CH:23]=4)[N:28]=3)[CH2:33][CH2:34]2)=[O:19])=[CH:7][CH:6]=1)(=[O:3])[CH3:2], predict the reactants needed to synthesize it. The reactants are: [C:1]([NH:4][C:5]1[N:10]=[CH:9][C:8]([NH:11][C:12](=[O:19])OCC(Cl)(Cl)Cl)=[CH:7][CH:6]=1)(=[O:3])[CH3:2].[F:20][C:21]1[CH:26]=[CH:25][C:24]([C:27]2[N:28]=[C:29]([N:32]3[CH2:37][CH2:36][NH:35][CH2:34][CH2:33]3)[S:30][CH:31]=2)=[CH:23][CH:22]=1.C(N(C(C)C)CC)(C)C.O. (2) Given the product [C:12]1([C:9]2[CH:10]=[CH:11][N:7]3[C:8]=2[C:18](=[O:20])[NH:23][C:4](=[O:3])[NH:6]3)[CH:17]=[CH:16][CH:15]=[CH:14][CH:13]=1, predict the reactants needed to synthesize it. The reactants are: C([O:3][C:4]([NH:6][N:7]1[CH:11]=[CH:10][C:9]([C:12]2[CH:17]=[CH:16][CH:15]=[CH:14][CH:13]=2)=[C:8]1[C:18]([O:20]C)=O)=O)C.[OH-].[NH4+:23].